Dataset: Reaction yield outcomes from USPTO patents with 853,638 reactions. Task: Predict the reaction yield, written as a fraction of the theoretical maximum amount of product (1.0 means a 100% yield; for example, 0.34 means a 34% yield). (1) The reactants are [Br:1][C:2]1[CH:10]=[CH:9][C:5]([C:6]([OH:8])=O)=[CH:4][C:3]=1[F:11].C(Cl)(=O)C(Cl)=O.[NH2:18][C:19]1[CH:20]=[C:21]([CH:24]=[CH:25][N:26]=1)[C:22]#[N:23]. The catalyst is C(Cl)Cl.CN(C=O)C.C1COCC1. The product is [Br:1][C:2]1[CH:10]=[CH:9][C:5]([C:6]([NH:18][C:19]2[CH:20]=[C:21]([C:22]#[N:23])[CH:24]=[CH:25][N:26]=2)=[O:8])=[CH:4][C:3]=1[F:11]. The yield is 0.392. (2) The reactants are Br[C:2]1[CH:3]=[C:4]([NH:10][C:11]2[CH:16]=[N:15][C:14]([N:17]3[CH2:22][CH2:21][N:20]([CH:23]4[CH2:26][O:25][CH2:24]4)[CH2:19][C@@H:18]3[CH3:27])=[CH:13][N:12]=2)[C:5](=[O:9])[N:6]([CH3:8])[CH:7]=1.BrC1C=C(NC2C=CC(N3CCN(C4COC4)C[C@@H]3C)=CN=2)C(=O)N(C)C=1.[C:55]([O:58][CH2:59][C:60]1[C:61]([N:75]2[CH2:87][CH2:86][N:78]3[C:79]4[CH2:80][CH2:81][CH2:82][CH2:83][C:84]=4[CH:85]=[C:77]3[C:76]2=[O:88])=[N:62][CH:63]=[CH:64][C:65]=1B1OC(C)(C)C(C)(C)O1)(=[O:57])[CH3:56].[O-]P([O-])([O-])=O.[K+].[K+].[K+].C([O-])(=O)C.[Na+]. The catalyst is C1C=CC(P(C2C=CC=CC=2)[C-]2C=CC=C2)=CC=1.C1C=CC(P(C2C=CC=CC=2)[C-]2C=CC=C2)=CC=1.Cl[Pd]Cl.[Fe+2].C(#N)C.O. The product is [C:55]([O:58][CH2:59][C:60]1[C:61]([N:75]2[CH2:87][CH2:86][N:78]3[C:79]4[CH2:80][CH2:81][CH2:82][CH2:83][C:84]=4[CH:85]=[C:77]3[C:76]2=[O:88])=[N:62][CH:63]=[CH:64][C:65]=1[C:2]1[CH:3]=[C:4]([NH:10][C:11]2[CH:16]=[N:15][C:14]([N:17]3[CH2:22][CH2:21][N:20]([CH:23]4[CH2:26][O:25][CH2:24]4)[CH2:19][C@@H:18]3[CH3:27])=[CH:13][N:12]=2)[C:5](=[O:9])[N:6]([CH3:8])[CH:7]=1)(=[O:57])[CH3:56]. The yield is 0.420. (3) The reactants are [CH2:1]([O:3][C:4](=[O:32])[CH2:5][N:6]([CH2:17][C:18]([N:20]([N:22]1[CH2:30][C:29]2[C:24](=[CH:25][CH:26]=[C:27]([F:31])[CH:28]=2)[CH2:23]1)[CH3:21])=[O:19])[C:7]1[CH:8]=[C:9]2[C:13](=[CH:14][C:15]=1[CH3:16])[NH:12][N:11]=[CH:10]2)[CH3:2].FC(F)(F)S(O[CH2:39][CH:40]([F:42])[F:41])(=O)=O. No catalyst specified. The product is [CH2:1]([O:3][C:4](=[O:32])[CH2:5][N:6]([C:7]1[CH:8]=[C:9]2[C:13](=[CH:14][C:15]=1[CH3:16])[N:12]([CH2:39][CH:40]([F:42])[F:41])[N:11]=[CH:10]2)[CH2:17][C:18]([N:20]([N:22]1[CH2:30][C:29]2[C:24](=[CH:25][CH:26]=[C:27]([F:31])[CH:28]=2)[CH2:23]1)[CH3:21])=[O:19])[CH3:2]. The yield is 0.710. (4) The reactants are [C:1]1([C:25]2[CH:30]=[CH:29][CH:28]=[CH:27][CH:26]=2)[CH:6]=[CH:5][C:4]([C@@H:7]([CH2:19][CH:20]2[CH2:24][CH2:23][CH2:22][CH2:21]2)[C:8](N2[C@@H](C(C)C)COC2=O)=[O:9])=[CH:3][CH:2]=1.OO.[OH-:33].[Li+].S([O-])([O-])=O.[Na+].[Na+]. The catalyst is O1CCCC1.O. The product is [C:1]1([C:25]2[CH:26]=[CH:27][CH:28]=[CH:29][CH:30]=2)[CH:2]=[CH:3][C:4]([C@@H:7]([CH2:19][CH:20]2[CH2:21][CH2:22][CH2:23][CH2:24]2)[C:8]([OH:9])=[O:33])=[CH:5][CH:6]=1. The yield is 0.460.